This data is from Full USPTO retrosynthesis dataset with 1.9M reactions from patents (1976-2016). The task is: Predict the reactants needed to synthesize the given product. Given the product [OH:31][CH2:30][C@@H:29]([NH:28][C:2]1[CH:7]=[CH:6][NH:5][C:4](=[O:8])[C:3]=1[C:9]1[NH:10][C:11]2[CH:17]=[C:16]([C:18]#[N:19])[CH:15]=[C:14]([CH3:20])[C:12]=2[N:13]=1)[CH2:32][C:33]1[CH:34]=[CH:35][CH:36]=[CH:37][CH:38]=1, predict the reactants needed to synthesize it. The reactants are: Cl[C:2]1[CH:7]=[CH:6][NH:5][C:4](=[O:8])[C:3]=1[C:9]1[NH:10][C:11]2[CH:17]=[C:16]([C:18]#[N:19])[CH:15]=[C:14]([CH3:20])[C:12]=2[N:13]=1.CN1CCOCC1.[NH2:28][C@@H:29]([CH2:32][C:33]1[CH:38]=[CH:37][CH:36]=[CH:35][CH:34]=1)[CH2:30][OH:31].